This data is from Full USPTO retrosynthesis dataset with 1.9M reactions from patents (1976-2016). The task is: Predict the reactants needed to synthesize the given product. (1) Given the product [CH3:1][O:2][C:3]1[CH:4]=[CH:5][C:6]([CH2:7][S:8][C:9]2[C:14]([Br:18])=[CH:13][N:12]=[C:11]([NH2:15])[CH:10]=2)=[CH:16][CH:17]=1, predict the reactants needed to synthesize it. The reactants are: [CH3:1][O:2][C:3]1[CH:17]=[CH:16][C:6]([CH2:7][S:8][C:9]2[CH:14]=[CH:13][N:12]=[C:11]([NH2:15])[CH:10]=2)=[CH:5][CH:4]=1.[Br:18]Br. (2) Given the product [Cl:30][C:25]1[CH:24]=[C:23]([CH:28]=[CH:27][C:26]=1[Cl:29])[CH2:22][C:21]1[C:2]([OH:15])=[C:3]([C:32]([OH:35])=[O:34])[C:4]2[C:9](=[C:8]3[CH2:10][CH2:11][CH2:12][CH2:13][C:7]3=[CH:6][CH:5]=2)[N:1]=1, predict the reactants needed to synthesize it. The reactants are: [NH:1]1[C:9]2[C:4](=[CH:5][CH:6]=[C:7]3[CH2:13][CH2:12][CH2:11][CH2:10][C:8]3=2)[C:3](=O)[C:2]1=[O:15].C(OC[C:21](=O)[CH2:22][C:23]1[CH:28]=[CH:27][C:26]([Cl:29])=[C:25]([Cl:30])[CH:24]=1)(=O)C.[C:32]([OH:35])(=[O:34])C.Cl. (3) The reactants are: [Cl:1][C:2]1[CH:3]=[C:4]([NH:17][C:18]2[C:27]3[C:22](=[CH:23][CH:24]=[C:25]([C:28]4[O:32][C:31]([CH:33]=O)=[CH:30][CH:29]=4)[CH:26]=3)[N:21]=[CH:20][N:19]=2)[CH:5]=[CH:6][C:7]=1[O:8][CH2:9][C:10]1[CH:15]=[CH:14][CH:13]=[C:12]([F:16])[CH:11]=1.Cl.[NH2:36][CH2:37][CH2:38][S:39]([CH3:42])(=[O:41])=[O:40].C(N(CC)C(C)C)(C)C.O.[C:53]1([CH3:63])[CH:58]=[CH:57][C:56]([S:59]([OH:62])(=[O:61])=[O:60])=[CH:55][CH:54]=1. Given the product [CH3:63][C:53]1[CH:54]=[CH:55][C:56]([S:59]([O-:62])(=[O:61])=[O:60])=[CH:57][CH:58]=1.[CH3:42][S:39]([CH2:38][CH2:37][NH:36][CH2:33][C:31]1[O:32][C:28]([C:25]2[CH:24]=[CH:23][C:22]3[N:21]=[CH:20][N:19]=[C:18]([NH:17][C:4]4[CH:5]=[CH:6][C:7]([O:8][CH2:9][C:10]5[CH:15]=[CH:14][CH:13]=[C:12]([F:16])[CH:11]=5)=[C:2]([Cl:1])[CH:3]=4)[C:27]=3[CH:26]=2)=[CH:29][CH:30]=1)(=[O:41])=[O:40], predict the reactants needed to synthesize it. (4) The reactants are: [NH2:1][C:2]1[N:7]=[CH:6][C:5]([C:8]2[CH:16]=[CH:15][C:11]([C:12]([OH:14])=O)=[CH:10][CH:9]=2)=[CH:4][N:3]=1.Cl.[Cl:18][C:19]1[CH:20]=[C:21]2[C:26](=[CH:27][CH:28]=1)[CH:25]=[C:24]([S:29]([N:32]1[CH2:37][CH2:36][NH:35][CH2:34][CH2:33]1)(=[O:31])=[O:30])[CH:23]=[CH:22]2. Given the product [ClH:18].[NH2:1][C:2]1[N:3]=[CH:4][C:5]([C:8]2[CH:9]=[CH:10][C:11]([C:12]([N:35]3[CH2:34][CH2:33][N:32]([S:29]([C:24]4[CH:23]=[CH:22][C:21]5[C:26](=[CH:27][CH:28]=[C:19]([Cl:18])[CH:20]=5)[CH:25]=4)(=[O:31])=[O:30])[CH2:37][CH2:36]3)=[O:14])=[CH:15][CH:16]=2)=[CH:6][N:7]=1, predict the reactants needed to synthesize it. (5) Given the product [F:43][C:37]1[CH:38]=[C:39]([F:42])[CH:40]=[CH:41][C:36]=1[O:35][C:32]1[CH:33]=[C:34]2[C:29](=[CH:30][C:31]=1[C:44]([NH:2][C@H:3]1[CH2:9][CH2:8][CH2:7][CH2:6][N:5]([CH3:10])[C:4]1=[O:11])=[O:45])[N:28]([CH2:47][CH:48]([CH3:50])[CH3:49])[N:27]=[CH:26]2, predict the reactants needed to synthesize it. The reactants are: Cl.[NH2:2][C@H:3]1[CH2:9][CH2:8][CH2:7][CH2:6][N:5]([CH3:10])[C:4]1=[O:11].C(N(CC)CC)C.O=C1CCC(=O)N1[C:26]1[C:34]2[C:29](=[CH:30][C:31]([C:44]([O-])=[O:45])=[C:32]([O:35][C:36]3[CH:41]=[CH:40][C:39]([F:42])=[CH:38][C:37]=3[F:43])[CH:33]=2)[N:28]([CH2:47][CH:48]([CH3:50])[CH3:49])[N:27]=1. (6) Given the product [CH2:1]([C:3]1[S:21][C:6]2[N:7]([CH2:23][C:24]3[CH:29]=[CH:28][C:27]([C:30]4[CH:35]=[CH:34][CH:33]=[CH:32][C:31]=4[C:36]4[NH:40][C:39](=[O:46])[O:38][N:37]=4)=[CH:26][CH:25]=3)[C:8](=[O:20])[N:9]([CH2:12][CH2:13][N:14]3[CH2:19][CH2:18][O:17][CH2:16][CH2:15]3)[C:10](=[O:11])[C:5]=2[CH:4]=1)[CH3:2], predict the reactants needed to synthesize it. The reactants are: [CH2:1]([C:3]1[S:21][C:6]2[NH:7][C:8](=[O:20])[N:9]([CH2:12][CH2:13][N:14]3[CH2:19][CH2:18][O:17][CH2:16][CH2:15]3)[C:10](=[O:11])[C:5]=2[CH:4]=1)[CH3:2].Br[CH2:23][C:24]1[CH:29]=[CH:28][C:27]([C:30]2[CH:35]=[CH:34][CH:33]=[CH:32][C:31]=2[C:36]2[N:40]=[C:39](C(Cl)(Cl)Cl)[O:38][N:37]=2)=[CH:26][CH:25]=1.C(=O)([O-])[O-:46].[K+].[K+].CN(C)C=O.